Task: Regression. Given a peptide amino acid sequence and an MHC pseudo amino acid sequence, predict their binding affinity value. This is MHC class II binding data.. Dataset: Peptide-MHC class II binding affinity with 134,281 pairs from IEDB (1) The peptide sequence is VKLRRSSAAQVDGFY. The MHC is HLA-DPA10201-DPB10501 with pseudo-sequence HLA-DPA10201-DPB10501. The binding affinity (normalized) is 0.0666. (2) The peptide sequence is RFDTNGDGKISLSEL. The MHC is HLA-DQA10401-DQB10402 with pseudo-sequence HLA-DQA10401-DQB10402. The binding affinity (normalized) is 0.341. (3) The peptide sequence is VQYSRADEEQQQALS. The MHC is DRB1_0701 with pseudo-sequence DRB1_0701. The binding affinity (normalized) is 0.0877. (4) The peptide sequence is GELQIVDKIDAAGKI. The MHC is DRB1_1302 with pseudo-sequence DRB1_1302. The binding affinity (normalized) is 0.851.